This data is from Catalyst prediction with 721,799 reactions and 888 catalyst types from USPTO. The task is: Predict which catalyst facilitates the given reaction. (1) Reactant: I[C:2]1[C:10]2[C:5](=[N:6][CH:7]=[N:8][C:9]=2[NH2:11])[N:4]([C@H:12]2[CH2:17][CH2:16][C@@H:15]([N:18]3[CH2:23][CH2:22][N:21]([CH3:24])[CH2:20][CH2:19]3)[CH2:14][CH2:13]2)[N:3]=1.[CH3:25][O:26][C:27]1[CH:28]=[C:29](B(O)O)[CH:30]=[CH:31][C:32]=1[N:33]([CH3:44])[C:34](=[O:43])[CH2:35][CH2:36][C:37]1[CH:42]=[CH:41][CH:40]=[CH:39][CH:38]=1.C(=O)([O-])[O-].[Na+].[Na+]. Product: [NH2:11][C:9]1[N:8]=[CH:7][N:6]=[C:5]2[N:4]([C@H:12]3[CH2:17][CH2:16][C@@H:15]([N:18]4[CH2:23][CH2:22][N:21]([CH3:24])[CH2:20][CH2:19]4)[CH2:14][CH2:13]3)[N:3]=[C:2]([C:29]3[CH:30]=[CH:31][C:32]([N:33]([CH3:44])[C:34](=[O:43])[CH2:35][CH2:36][C:37]4[CH:38]=[CH:39][CH:40]=[CH:41][CH:42]=4)=[C:27]([O:26][CH3:25])[CH:28]=3)[C:10]=12. The catalyst class is: 108. (2) Reactant: Br[CH2:2][C:3]([C:5]1[CH:10]=[CH:9][CH:8]=[CH:7][C:6]=1[Cl:11])=[O:4].[S-:12][C:13]#[N:14].[K+].O. Product: [Cl:11][C:6]1[CH:7]=[CH:8][CH:9]=[CH:10][C:5]=1[C:3](=[O:4])[CH2:2][S:12][C:13]#[N:14]. The catalyst class is: 8. (3) Product: [NH2:1][CH2:2][CH2:3][CH2:4][C:5]1[CH:6]=[C:7]2[C:12](=[C:13]3[CH:18]=[C:17]([C:21]#[N:22])[CH:16]=[CH:15][C:14]=13)[C:11](=[O:20])[NH:10][CH:9]=[CH:8]2. Reactant: [NH2:1][CH2:2][CH2:3][CH2:4][C:5]1[CH:6]=[C:7]2[C:12](=[C:13]3[CH:18]=[C:17](Br)[CH:16]=[CH:15][C:14]=13)[C:11](=[O:20])[NH:10][CH:9]=[CH:8]2.[C:21]([Cu])#[N:22].N#N. The catalyst class is: 128. (4) Reactant: [CH3:1][C:2]1[CH:7]=[CH:6][C:5]([NH:8][C:9]2[S:10][CH:11]=[CH:12][N:13]=2)=[CH:4][C:3]=1[OH:14].C([O-])([O-])=O.[Cs+].[Cs+].Br[CH2:22][C:23]1[S:24][CH:25]=[CH:26][N:27]=1. Product: [CH3:1][C:2]1[CH:7]=[CH:6][C:5]([NH:8][C:9]2[S:10][CH:11]=[CH:12][N:13]=2)=[CH:4][C:3]=1[O:14][CH2:22][C:23]1[S:24][CH:25]=[CH:26][N:27]=1. The catalyst class is: 21. (5) Product: [NH2:7][C:8]1[C:12]([C:13]([O:15][CH2:16][CH3:17])=[O:14])=[CH:11][N:10]([C:19]2[N:24]=[CH:23][CH:22]=[CH:21][N:20]=2)[N:9]=1. Reactant: CC(C)([O-])C.[K+].[NH2:7][C:8]1[C:12]([C:13]([O:15][CH2:16][CH3:17])=[O:14])=[CH:11][NH:10][N:9]=1.Cl[C:19]1[N:24]=[CH:23][CH:22]=[CH:21][N:20]=1. The catalyst class is: 12. (6) The catalyst class is: 1. Product: [CH3:9][C:2]([C:10]1[CH:11]=[CH:12][CH:13]=[C:14]2[C:19]=1[N:18]=[C:17]([CH3:20])[CH:16]=[CH:15]2)([CH3:1])[CH2:3][CH2:4][OH:5]. Reactant: [CH3:1][C:2]([C:10]1[CH:11]=[CH:12][CH:13]=[C:14]2[C:19]=1[N:18]=[C:17]([CH3:20])[CH:16]=[CH:15]2)([CH3:9])[CH2:3][C:4](OCC)=[O:5].[H-].[H-].[H-].[H-].[Li+].[Al+3].O.O.O.O.O.O.O.O.O.O.S([O-])([O-])(=O)=O.[Na+].[Na+]. (7) Reactant: O=[C:2]([CH3:12])[CH:3]([C:6]1[CH:11]=[CH:10][CH:9]=[CH:8][CH:7]=1)[C:4]#[N:5].O.[NH2:14][NH2:15].C(O)(=O)C. Product: [CH3:12][C:2]1[C:3]([C:6]2[CH:11]=[CH:10][CH:9]=[CH:8][CH:7]=2)=[C:4]([NH2:5])[NH:15][N:14]=1. The catalyst class is: 11.